Dataset: Catalyst prediction with 721,799 reactions and 888 catalyst types from USPTO. Task: Predict which catalyst facilitates the given reaction. Reactant: [C:1]([N:8]1[CH2:13][CH2:12][C:11]([C:16]2[CH:21]=[CH:20][C:19]([F:22])=[CH:18][CH:17]=2)([C:14]#[N:15])[CH2:10][CH2:9]1)([O:3][C:4]([CH3:7])([CH3:6])[CH3:5])=[O:2]. Product: [C:1]([N:8]1[CH2:9][CH2:10][C:11]([C:16]2[CH:17]=[CH:18][C:19]([F:22])=[CH:20][CH:21]=2)([CH2:14][NH2:15])[CH2:12][CH2:13]1)([O:3][C:4]([CH3:6])([CH3:7])[CH3:5])=[O:2]. The catalyst class is: 319.